From a dataset of Peptide-MHC class I binding affinity with 185,985 pairs from IEDB/IMGT. Regression. Given a peptide amino acid sequence and an MHC pseudo amino acid sequence, predict their binding affinity value. This is MHC class I binding data. The binding affinity (normalized) is 0.0847. The peptide sequence is ILGVFRRPF. The MHC is HLA-B08:02 with pseudo-sequence HLA-B08:02.